From a dataset of Catalyst prediction with 721,799 reactions and 888 catalyst types from USPTO. Predict which catalyst facilitates the given reaction. (1) Reactant: [CH2:1]([NH:8]/[CH:9]=[CH:10]/[C:11](=[O:17])[CH:12]([O:15][CH3:16])[O:13][CH3:14])[C:2]1[CH:7]=[CH:6][CH:5]=[CH:4][CH:3]=1.[BH4-].[Na+]. Product: [CH2:1]([NH:8][CH2:9][CH2:10][CH:11]([OH:17])[CH:12]([O:15][CH3:16])[O:13][CH3:14])[C:2]1[CH:7]=[CH:6][CH:5]=[CH:4][CH:3]=1. The catalyst class is: 378. (2) Product: [CH2:1]1[C:9]2[C:4](=[CH:5][CH:6]=[CH:7][CH:8]=2)[CH2:3][C:2]21[C:20](=[O:22])[NH:16][C:11](=[O:14])[NH:15]2. Reactant: [CH2:1]1[C:9]2[C:4](=[CH:5][CH:6]=[CH:7][CH:8]=2)[CH2:3][C:2]1=O.[C:11](=[O:14])([O-])[O-].[NH4+:15].[NH4+:16].[C-]#N.[Na+].[CH2:20]([OH:22])C. The catalyst class is: 6. (3) Reactant: [C:1]([N:20]1[CH2:25][CH2:24][C:23]2=[CH:26][C:27](=[O:29])[S:28][CH:22]2[CH2:21]1)([C:14]1[CH:19]=[CH:18][CH:17]=[CH:16][CH:15]=1)([C:8]1[CH:13]=[CH:12][CH:11]=[CH:10][CH:9]=1)[C:2]1[CH:7]=[CH:6][CH:5]=[CH:4][CH:3]=1.Cl[CH2:31][CH2:32][CH2:33][N:34]1[CH2:39][CH2:38][CH2:37][CH2:36][CH2:35]1.C([O-])([O-])=O.[Cs+].[Cs+]. Product: [N:34]1([CH2:33][CH2:32][CH2:31][O:29][C:27]2[S:28][C:22]3[CH2:21][N:20]([C:1]([C:14]4[CH:19]=[CH:18][CH:17]=[CH:16][CH:15]=4)([C:2]4[CH:7]=[CH:6][CH:5]=[CH:4][CH:3]=4)[C:8]4[CH:9]=[CH:10][CH:11]=[CH:12][CH:13]=4)[CH2:25][CH2:24][C:23]=3[CH:26]=2)[CH2:39][CH2:38][CH2:37][CH2:36][CH2:35]1. The catalyst class is: 3.